Dataset: Reaction yield outcomes from USPTO patents with 853,638 reactions. Task: Predict the reaction yield, written as a fraction of the theoretical maximum amount of product (1.0 means a 100% yield; for example, 0.34 means a 34% yield). (1) The reactants are [C:1]1([S:7][C:8]2[CH:13]=[CH:12][CH:11]=[CH:10][CH:9]=2)[CH:6]=[CH:5][CH:4]=[CH:3][CH:2]=1.Cl[O-].[Na+].S([O-])([O-])=[O:18].[Na+].[Na+].[OH2:23]. The catalyst is C1(C)C=CC=CC=1. The product is [C:8]1([S:7]([C:1]2[CH:2]=[CH:3][CH:4]=[CH:5][CH:6]=2)=[O:18])[CH:9]=[CH:10][CH:11]=[CH:12][CH:13]=1.[C:8]1([S:7]([C:1]2[CH:2]=[CH:3][CH:4]=[CH:5][CH:6]=2)(=[O:18])=[O:23])[CH:9]=[CH:10][CH:11]=[CH:12][CH:13]=1. The yield is 0.200. (2) The reactants are [CH3:1][C:2]1[CH:6]=[C:5]([NH:7][C:8](OC2C=CC=CC=2)=[O:9])[S:4][C:3]=1[C:17]([O:19][CH2:20][CH3:21])=[O:18].O.[NH2:23][NH2:24]. The catalyst is O1CCCC1. The product is [NH:23]([C:8]([NH:7][C:5]1[S:4][C:3]([C:17]([O:19][CH2:20][CH3:21])=[O:18])=[C:2]([CH3:1])[CH:6]=1)=[O:9])[NH2:24]. The yield is 0.890.